This data is from Forward reaction prediction with 1.9M reactions from USPTO patents (1976-2016). The task is: Predict the product of the given reaction. Given the reactants Cl[C:2]1[N:7]=[N:6][C:5]([CH2:8][N:9]2[CH:14]=[C:13]3[N:15]=[C:16]([C:18]4[CH:23]=[CH:22][CH:21]=[C:20]([F:24])[C:19]=4[F:25])[N:17]=[C:12]3[CH:11]=[N:10]2)=[CH:4][CH:3]=1.[CH3:26][O:27][C:28]1[CH:29]=[C:30](B(O)O)[CH:31]=[CH:32][CH:33]=1, predict the reaction product. The product is: [F:25][C:19]1[C:20]([F:24])=[CH:21][CH:22]=[CH:23][C:18]=1[C:16]1[N:17]=[C:12]2[CH:11]=[N:10][N:9]([CH2:8][C:5]3[N:6]=[N:7][C:2]([C:32]4[CH:31]=[CH:30][CH:29]=[C:28]([O:27][CH3:26])[CH:33]=4)=[CH:3][CH:4]=3)[CH:14]=[C:13]2[N:15]=1.